Dataset: Catalyst prediction with 721,799 reactions and 888 catalyst types from USPTO. Task: Predict which catalyst facilitates the given reaction. (1) Reactant: [Br:1][C:2]1[CH:3]=[N:4][CH:5]=[C:6]([N+:9]([O-:11])=[O:10])[C:7]=1Cl.[CH:12]1([NH2:15])[CH2:14][CH2:13]1. Product: [Br:1][C:2]1[CH:3]=[N:4][CH:5]=[C:6]([N+:9]([O-:11])=[O:10])[C:7]=1[NH:15][CH:12]1[CH2:14][CH2:13]1. The catalyst class is: 4. (2) Reactant: [Cl:1][C:2]1[CH:3]=[CH:4][C:5]([S:21][CH2:22][C:23]2[CH:28]=[CH:27][CH:26]=[C:25]([O:29]C)[CH:24]=2)=[C:6]([NH:8][S:9]([C:12]2[O:13][C:14]3[CH:20]=[CH:19][CH:18]=[CH:17][C:15]=3[CH:16]=2)(=[O:11])=[O:10])[CH:7]=1.B(Br)(Br)Br. Product: [Cl:1][C:2]1[CH:3]=[CH:4][C:5]([S:21][CH2:22][C:23]2[CH:28]=[CH:27][CH:26]=[C:25]([OH:29])[CH:24]=2)=[C:6]([NH:8][S:9]([C:12]2[O:13][C:14]3[CH:20]=[CH:19][CH:18]=[CH:17][C:15]=3[CH:16]=2)(=[O:11])=[O:10])[CH:7]=1. The catalyst class is: 91. (3) Reactant: Cl[C:2]1[O:6][N:5]=[C:4]([C:7]2[CH:12]=[CH:11][CH:10]=[CH:9][CH:8]=2)[C:3]=1[C:13]1[O:17][C:16]([C:18]2[CH:23]=[CH:22][C:21]([N:24]3[CH2:29][CH2:28][O:27][CH2:26][CH2:25]3)=[CH:20][C:19]=2[O:30][CH3:31])=[N:15][N:14]=1.Cl.[CH3:33][NH:34][CH3:35].C(=O)([O-])[O-].[K+].[K+]. Product: [CH3:31][O:30][C:19]1[CH:20]=[C:21]([N:24]2[CH2:29][CH2:28][O:27][CH2:26][CH2:25]2)[CH:22]=[CH:23][C:18]=1[C:16]1[O:17][C:13]([C:3]2[C:4]([C:7]3[CH:12]=[CH:11][CH:10]=[CH:9][CH:8]=3)=[N:5][O:6][C:2]=2[N:34]([CH3:35])[CH3:33])=[N:14][N:15]=1. The catalyst class is: 58. (4) Reactant: C(N(CC)CC)C.[F:8][C:9]1[CH:19]=[CH:18][CH:17]=[CH:16][C:10]=1[CH:11]=[CH:12][C:13]([OH:15])=O.CCN=C=NCCCN(C)C.Cl.Cl.[CH2:33]([N:35]1[C:50]2[C:45](=[CH:46][CH:47]=[CH:48][CH:49]=2)[C:37]([CH2:38][C@@H:39]([C:41]([O:43][CH3:44])=[O:42])[NH2:40])=[CH:36]1)[CH3:34]. Product: [CH2:33]([N:35]1[C:50]2[C:45](=[CH:46][CH:47]=[CH:48][CH:49]=2)[C:37]([CH2:38][C@@H:39]([C:41]([O:43][CH3:44])=[O:42])[NH:40][C:13](=[O:15])[CH:12]=[CH:11][C:10]2[CH:16]=[CH:17][CH:18]=[CH:19][C:9]=2[F:8])=[CH:36]1)[CH3:34]. The catalyst class is: 2. (5) Reactant: [CH:1]1[C:13]2[NH:12][C:11]3[C:6](=[CH:7][CH:8]=[CH:9][CH:10]=3)[C:5]=2[CH:4]=[C:3]([C:14]([O:16]CC)=O)[N:2]=1.[H-].[Na+].[CH3:21][C:22]1[CH:29]=[CH:28][C:25]([CH2:26]Br)=[CH:24][CH:23]=1.[OH-:30].[Na+].[NH2:32]O. Product: [CH3:21][C:22]1[CH:29]=[CH:28][C:25]([CH2:26][N:12]2[C:13]3[CH:1]=[N:2][C:3]([C:14]([NH:32][OH:30])=[O:16])=[CH:4][C:5]=3[C:6]3[C:11]2=[CH:10][CH:9]=[CH:8][CH:7]=3)=[CH:24][CH:23]=1. The catalyst class is: 656. (6) Reactant: [C:1]([O:5][C:6]([NH:8][C@H:9]1[CH2:13][CH2:12][N:11]([CH:14]([CH2:20][C:21]2[N:22]=[CH:23][N:24]3[C:33]4[C:28](=[CH:29][CH:30]=[CH:31][CH:32]=4)[CH2:27][CH2:26][C:25]=23)[C:15]([O:17][CH2:18][CH3:19])=[O:16])[CH2:10]1)=[O:7])([CH3:4])([CH3:3])[CH3:2].[OH-].[Na+]. Product: [C:1]([O:5][C:6]([NH:8][C@H:9]1[CH2:13][CH2:12][N:11]([C@@H:14]([CH2:20][C:21]2[N:22]=[CH:23][N:24]3[C:33]4[C:28](=[CH:29][CH:30]=[CH:31][CH:32]=4)[CH2:27][CH2:26][C:25]=23)[C:15]([O:17][C@@H:18]([C:28]2[CH:33]=[CH:32][CH:31]=[CH:30][CH:29]=2)[CH3:19])=[O:16])[CH2:10]1)=[O:7])([CH3:2])([CH3:3])[CH3:4]. The catalyst class is: 5. (7) Product: [Cl:29][C:30]1[CH:31]=[C:32]([N:37]2[CH2:42][CH2:41][N:40]([C:13]([C:12]3[C:8]([C:3]4[CH:4]=[CH:5][CH:6]=[CH:7][C:2]=4[F:1])=[N:9][O:10][C:11]=3[CH3:16])=[O:15])[CH2:39][CH2:38]2)[CH:33]=[CH:34][C:35]=1[Cl:36]. The catalyst class is: 4. Reactant: [F:1][C:2]1[CH:7]=[CH:6][CH:5]=[CH:4][C:3]=1[C:8]1[C:12]([C:13]([OH:15])=O)=[C:11]([CH3:16])[O:10][N:9]=1.Cl.C(N=C=NCCCN(C)C)C.[Cl:29][C:30]1[CH:31]=[C:32]([N:37]2[CH2:42][CH2:41][NH:40][CH2:39][CH2:38]2)[CH:33]=[CH:34][C:35]=1[Cl:36]. (8) Reactant: [O:1]=[C:2]1[CH2:7][CH2:6][N:5]([C:8]([O:10][C:11]([CH3:14])([CH3:13])[CH3:12])=[O:9])[CH2:4][CH2:3]1.CO[CH:17](OC)[N:18]([CH3:20])[CH3:19]. Product: [C:11]([O:10][C:8]([N:5]1[CH2:4][CH2:3][C:2](=[O:1])[C:7](=[CH:17][N:18]([CH3:20])[CH3:19])[CH2:6]1)=[O:9])([CH3:14])([CH3:13])[CH3:12]. The catalyst class is: 80.